This data is from Full USPTO retrosynthesis dataset with 1.9M reactions from patents (1976-2016). The task is: Predict the reactants needed to synthesize the given product. Given the product [N:2]1([O:1][C:9](=[O:10])[N:8]([CH3:7])[C:12]2[CH:17]=[CH:16][CH:15]=[CH:14][CH:13]=2)[CH:6]=[CH:5][N:4]=[N:3]1, predict the reactants needed to synthesize it. The reactants are: [OH:1][N:2]1[CH:6]=[CH:5][N:4]=[N:3]1.[CH3:7][N:8]([C:12]1[CH:17]=[CH:16][CH:15]=[CH:14][CH:13]=1)[C:9](Cl)=[O:10].